This data is from Full USPTO retrosynthesis dataset with 1.9M reactions from patents (1976-2016). The task is: Predict the reactants needed to synthesize the given product. Given the product [NH:1]1[C:9]2[C:4](=[CH:5][CH:6]=[CH:7][CH:8]=2)[C:3]([CH:10]([C:3]2[C:4]3[C:9](=[CH:8][CH:7]=[CH:6][CH:5]=3)[NH:1][CH:2]=2)[CH2:11][CH2:12][CH2:13][CH2:14][CH2:15][CH2:16][CH2:17][CH2:18][CH2:19][CH2:20][CH2:21][CH2:22][CH3:23])=[CH:2]1, predict the reactants needed to synthesize it. The reactants are: [NH:1]1[C:9]2[C:4](=[CH:5][CH:6]=[CH:7][CH:8]=2)[CH:3]=[CH:2]1.[CH:10](=O)[CH2:11][CH2:12][CH2:13][CH2:14][CH2:15][CH2:16][CH2:17][CH2:18][CH2:19][CH2:20][CH2:21][CH2:22][CH3:23].